This data is from Forward reaction prediction with 1.9M reactions from USPTO patents (1976-2016). The task is: Predict the product of the given reaction. (1) Given the reactants Cl.[C:2]([C:6]1[CH:19]=[CH:18][C:9]2[NH:10][C:11]([CH2:13][CH2:14][CH2:15][CH2:16]Cl)=[N:12][C:8]=2[CH:7]=1)([CH3:5])([CH3:4])[CH3:3].[CH:20]([NH2:23])([CH3:22])[CH3:21], predict the reaction product. The product is: [C:2]([C:6]1[CH:19]=[CH:18][C:9]2[NH:10][C:11]([CH2:13][CH2:14][CH2:15][CH2:16][NH:23][CH:20]([CH3:22])[CH3:21])=[N:12][C:8]=2[CH:7]=1)([CH3:5])([CH3:4])[CH3:3]. (2) The product is: [O:28]1[CH2:29][CH2:30][CH:25]([NH:24][C:3]([C:5]2[O:9][N:8]=[C:7]([O:10][CH2:11][C:12]3[C:13]([C:18]4[CH:23]=[CH:22][CH:21]=[CH:20][N:19]=4)=[N:14][O:15][C:16]=3[CH3:17])[CH:6]=2)=[O:4])[CH2:27]1. Given the reactants CO[C:3]([C:5]1[O:9][N:8]=[C:7]([O:10][CH2:11][C:12]2[C:13]([C:18]3[CH:23]=[CH:22][CH:21]=[CH:20][N:19]=3)=[N:14][O:15][C:16]=2[CH3:17])[CH:6]=1)=[O:4].[NH2:24][CH:25]1[CH2:30][CH2:29][O:28][CH2:27]C1, predict the reaction product. (3) Given the reactants [Cl:1][C:2]1[CH:7]=[CH:6][C:5]([C:8]2([OH:39])[CH2:13][CH2:12][N:11]([CH2:14][CH2:15][CH:16]=[C:17]3[C:23]4[CH:24]=[CH:25][CH:26]=[CH:27][C:22]=4[C:21](=[O:28])[N:20]([CH2:29][C:30]([O:32]CC)=[O:31])[C:19]4[CH:35]=[CH:36][CH:37]=[CH:38][C:18]3=4)[CH2:10][CH2:9]2)=[CH:4][CH:3]=1.[OH-].[Na+].C(OCC)(=O)C, predict the reaction product. The product is: [C:30]([CH2:29][N:20]1[C:21](=[O:28])[C:22]2[CH:27]=[CH:26][CH:25]=[CH:24][C:23]=2[C:17](=[CH:16][CH2:15][CH2:14][N:11]2[CH2:10][CH2:9][C:8]([C:5]3[CH:4]=[CH:3][C:2]([Cl:1])=[CH:7][CH:6]=3)([OH:39])[CH2:13][CH2:12]2)[C:18]2[CH:38]=[CH:37][CH:36]=[CH:35][C:19]1=2)([OH:32])=[O:31]. (4) Given the reactants C([O:4][CH2:5][C@@H:6]1[C@@H:11]([O:12]C(=O)C)[C@H:10]([O:16]C(=O)C)[C@H:9]([O:20]C(=O)C)[C@@H:8]([CH2:24][C:25](=[O:60])[NH:26][C:27]2[CH:32]=[CH:31][C:30]([NH:33][C:34](=[O:59])[CH2:35][C@@H:36]3[C@@H:41]([O:42]C(=O)C)[C@@H:40]([O:46]C(=O)C)[C@H:39]([O:50]C(=O)C)[C@@H:38]([CH2:54][O:55]C(=O)C)[O:37]3)=[CH:29][CH:28]=2)[O:7]1)(=O)C.CO[Na].CC(O)=O, predict the reaction product. The product is: [OH:20][C@H:9]1[C@@H:10]([OH:16])[C@H:11]([OH:12])[C@@H:6]([CH2:5][OH:4])[O:7][C@@H:8]1[CH2:24][C:25]([NH:26][C:27]1[CH:32]=[CH:31][C:30]([NH:33][C:34](=[O:59])[CH2:35][C@@H:36]2[C@@H:41]([OH:42])[C@@H:40]([OH:46])[C@H:39]([OH:50])[C@@H:38]([CH2:54][OH:55])[O:37]2)=[CH:29][CH:28]=1)=[O:60]. (5) Given the reactants FC(F)(F)C(O)=O.C(OC([N:15]1[CH2:20][CH2:19][CH:18]([N:21]([CH2:23][C:24]2[CH:33]=[CH:32][C:27]3[O:28][CH2:29][CH2:30][O:31][C:26]=3[CH:25]=2)[CH3:22])[CH2:17][CH2:16]1)=O)(C)(C)C, predict the reaction product. The product is: [O:28]1[C:27]2[CH:32]=[CH:33][C:24]([CH2:23][N:21]([CH3:22])[CH:18]3[CH2:17][CH2:16][NH:15][CH2:20][CH2:19]3)=[CH:25][C:26]=2[O:31][CH2:30][CH2:29]1. (6) The product is: [CH3:19][O:10][C:9](=[O:11])[C@@H:2]([NH:1][C:12]([O:14][C:15]([CH3:18])([CH3:17])[CH3:16])=[O:13])[CH:3]1[CH2:8][CH2:7][CH2:6][CH2:5][CH2:4]1. Given the reactants [NH:1]([C:12]([O:14][C:15]([CH3:18])([CH3:17])[CH3:16])=[O:13])[C@H:2]([C:9]([OH:11])=[O:10])[CH:3]1[CH2:8][CH2:7][CH2:6][CH2:5][CH2:4]1.[CH3:19]I.[Al], predict the reaction product. (7) Given the reactants [C:1]1([C:7]2[O:8][C:9]([CH2:14][CH2:15][CH3:16])=[C:10]([CH2:12]O)[N:11]=2)[CH:6]=[CH:5][CH:4]=[CH:3][CH:2]=1.S(Cl)([Cl:19])=O, predict the reaction product. The product is: [Cl:19][CH2:12][C:10]1[N:11]=[C:7]([C:1]2[CH:6]=[CH:5][CH:4]=[CH:3][CH:2]=2)[O:8][C:9]=1[CH2:14][CH2:15][CH3:16]. (8) Given the reactants [CH3:1][C@@:2]12[C@:10]([OH:18])([CH2:11][C:12]3[CH:17]=[CH:16][N:15]=[CH:14][CH:13]=3)[CH2:9][CH2:8][C@H:7]1[C@@H:6]1[CH2:19][CH2:20][C:21]3[C:26]([F:27])=[C:25]([C:28]#[N:29])[CH:24]=[CH:23][C:22]=3[C@H:5]1[CH2:4][CH2:3]2.ClC1C=C(C=CC=1)C(OO)=[O:35], predict the reaction product. The product is: [CH3:1][C@@:2]12[C@:10]([OH:18])([CH2:11][C:12]3[CH:13]=[CH:14][N+:15]([O-:35])=[CH:16][CH:17]=3)[CH2:9][CH2:8][C@H:7]1[C@@H:6]1[CH2:19][CH2:20][C:21]3[C:26]([F:27])=[C:25]([C:28]#[N:29])[CH:24]=[CH:23][C:22]=3[C@H:5]1[CH2:4][CH2:3]2.